Dataset: Peptide-MHC class II binding affinity with 134,281 pairs from IEDB. Task: Regression. Given a peptide amino acid sequence and an MHC pseudo amino acid sequence, predict their binding affinity value. This is MHC class II binding data. (1) The peptide sequence is SINSLISDNLLMRNK. The binding affinity (normalized) is 0.494. The MHC is DRB1_0101 with pseudo-sequence DRB1_0101. (2) The peptide sequence is RTLNKIVYIKPAKNI. The MHC is HLA-DQA10201-DQB10202 with pseudo-sequence HLA-DQA10201-DQB10202. The binding affinity (normalized) is 0.128. (3) The peptide sequence is ANERADLIAYLKQATR. The MHC is H-2-IEk with pseudo-sequence H-2-IEk. The binding affinity (normalized) is 0.585. (4) The peptide sequence is PEKFNARMATMLEYV. The MHC is H-2-IAb with pseudo-sequence H-2-IAb. The binding affinity (normalized) is 0.417. (5) The binding affinity (normalized) is 0. The MHC is DRB1_0802 with pseudo-sequence DRB1_0802. The peptide sequence is KNHVLFLQMMNVNLQ.